This data is from Peptide-MHC class I binding affinity with 185,985 pairs from IEDB/IMGT. The task is: Regression. Given a peptide amino acid sequence and an MHC pseudo amino acid sequence, predict their binding affinity value. This is MHC class I binding data. (1) The binding affinity (normalized) is 0.0847. The peptide sequence is TYIGSLPGK. The MHC is HLA-A02:01 with pseudo-sequence HLA-A02:01. (2) The peptide sequence is AFLLFLVLI. The MHC is HLA-A24:02 with pseudo-sequence HLA-A24:02. The binding affinity (normalized) is 0.141. (3) The peptide sequence is LPYNWKNFY. The MHC is HLA-B54:01 with pseudo-sequence HLA-B54:01. The binding affinity (normalized) is 0.665. (4) The peptide sequence is LQDDFDFNY. The MHC is HLA-A02:03 with pseudo-sequence HLA-A02:03. The binding affinity (normalized) is 0.0847. (5) The peptide sequence is ITDVTTLVV. The MHC is HLA-A26:01 with pseudo-sequence HLA-A26:01. The binding affinity (normalized) is 0.239. (6) The peptide sequence is EVFEIIRSY. The MHC is HLA-B39:01 with pseudo-sequence HLA-B39:01. The binding affinity (normalized) is 0.0847. (7) The peptide sequence is PMMCPFLFL. The MHC is HLA-A29:02 with pseudo-sequence HLA-A29:02. The binding affinity (normalized) is 0.507. (8) The peptide sequence is CLFDRYFKY. The MHC is HLA-A03:01 with pseudo-sequence HLA-A03:01. The binding affinity (normalized) is 0.967. (9) The peptide sequence is VQYRILPMI. The MHC is HLA-A24:02 with pseudo-sequence HLA-A24:02. The binding affinity (normalized) is 0.538. (10) The peptide sequence is PTPVNIIGRNL. The MHC is HLA-B40:01 with pseudo-sequence HLA-B40:01. The binding affinity (normalized) is 0.